Dataset: Reaction yield outcomes from USPTO patents with 853,638 reactions. Task: Predict the reaction yield, written as a fraction of the theoretical maximum amount of product (1.0 means a 100% yield; for example, 0.34 means a 34% yield). (1) The reactants are [CH2:1]([N:8]1[C:16]2[C:15](=[O:17])[N:14]([CH2:18][CH2:19][CH2:20][O:21]C3CCCCO3)[C:13](=[O:28])[N:12](COCC[Si](C)(C)C)[C:11]=2[N:10]=[C:9]1[O:37][C:38]1[CH:43]=[CH:42][CH:41]=[C:40]([O:44][C:45]([F:48])([F:47])[F:46])[CH:39]=1)[C:2]1[CH:7]=[CH:6][CH:5]=[CH:4][CH:3]=1.Cl. The catalyst is C(O)C. The product is [CH2:1]([N:8]1[C:16]2[C:15](=[O:17])[N:14]([CH2:18][CH2:19][CH2:20][OH:21])[C:13](=[O:28])[NH:12][C:11]=2[N:10]=[C:9]1[O:37][C:38]1[CH:43]=[CH:42][CH:41]=[C:40]([O:44][C:45]([F:46])([F:48])[F:47])[CH:39]=1)[C:2]1[CH:7]=[CH:6][CH:5]=[CH:4][CH:3]=1. The yield is 1.00. (2) The reactants are [OH:1][C:2]1[CH:7]=[CH:6][C:5]([CH2:8][C:9]([NH:11][CH:12]([C:20]2[CH:25]=[CH:24][CH:23]=[CH:22][CH:21]=2)[C:13]2[CH:18]=[CH:17][CH:16]=[CH:15][C:14]=2[CH3:19])=[O:10])=[CH:4][CH:3]=1.Cl[CH2:27][C:28]1[C:29]([CH3:34])=[N:30][O:31][C:32]=1[CH3:33].C([O-])([O-])=O.[K+].[K+].O. The catalyst is CN(C=O)C.[I-].C([N+](CCCC)(CCCC)CCCC)CCC. The product is [CH3:34][C:29]1[C:28]([CH2:27][O:1][C:2]2[CH:7]=[CH:6][C:5]([CH2:8][C:9]([NH:11][CH:12]([C:20]3[CH:21]=[CH:22][CH:23]=[CH:24][CH:25]=3)[C:13]3[CH:18]=[CH:17][CH:16]=[CH:15][C:14]=3[CH3:19])=[O:10])=[CH:4][CH:3]=2)=[C:32]([CH3:33])[O:31][N:30]=1. The yield is 0.490. (3) The reactants are [Cl-].[NH4+].[Cl:3][C:4]1[C:9]([CH3:10])=[CH:8][C:7]([N+:11]([O-])=O)=[CH:6][N:5]=1. The catalyst is CO. The product is [Cl:3][C:4]1[N:5]=[CH:6][C:7]([NH2:11])=[CH:8][C:9]=1[CH3:10]. The yield is 0.420.